This data is from Catalyst prediction with 721,799 reactions and 888 catalyst types from USPTO. The task is: Predict which catalyst facilitates the given reaction. (1) Reactant: O=[C:2]1[CH2:7][CH2:6][N:5]([C:8]([O:10][C:11]([CH3:14])([CH3:13])[CH3:12])=[O:9])[CH2:4][CH2:3]1.[C:15]1([CH2:21][CH2:22][NH2:23])[CH:20]=[CH:19][CH:18]=[CH:17][CH:16]=1.C(O)(=O)C.[BH3-]C#N.[Na+]. Product: [C:15]1([CH2:21][CH2:22][NH:23][CH:2]2[CH2:7][CH2:6][N:5]([C:8]([O:10][C:11]([CH3:14])([CH3:13])[CH3:12])=[O:9])[CH2:4][CH2:3]2)[CH:20]=[CH:19][CH:18]=[CH:17][CH:16]=1. The catalyst class is: 24. (2) Reactant: C[O:2][CH:3](OC)[CH2:4][O:5][C:6]1[CH:11]=[CH:10][C:9]([Cl:12])=[CH:8][CH:7]=1.Cl. Product: [Cl:12][C:9]1[CH:10]=[CH:11][C:6]([O:5][CH2:4][CH:3]=[O:2])=[CH:7][CH:8]=1. The catalyst class is: 21. (3) Reactant: [CH:1]1[C:14]2[CH:13]([C:15]([O:17][CH3:18])=[O:16])[C:12]3[C:7](=[CH:8][CH:9]=[CH:10][CH:11]=3)[O:6][C:5]=2[CH:4]=[CH:3][CH:2]=1.CC(C)([O-:22])C.[K+].O=O.Cl. Product: [OH:22][C:13]1([C:15]([O:17][CH3:18])=[O:16])[C:14]2[CH:1]=[CH:2][CH:3]=[CH:4][C:5]=2[O:6][C:7]2[C:12]1=[CH:11][CH:10]=[CH:9][CH:8]=2. The catalyst class is: 7. (4) Reactant: C(OC(=O)[NH:7][CH2:8][C:9]1[C:14]([C:15]2[CH:20]=[CH:19][C:18]([Cl:21])=[CH:17][C:16]=2[Cl:22])=[CH:13][N:12]2[C:23]([N:26]3[CH2:31][CH2:30][NH:29][CH2:28][CH2:27]3)=[CH:24][N:25]=[C:11]2[CH:10]=1)(C)(C)C.[CH:33]1([C:37](O)=[O:38])CCC1.CN1CCOCC1.CN(C(ON1N=NC2C=CC=NC1=2)=[N+](C)C)C.F[P-](F)(F)(F)(F)F. Product: [NH2:7][CH2:8][C:9]1[C:14]([C:15]2[CH:20]=[CH:19][C:18]([Cl:21])=[CH:17][C:16]=2[Cl:22])=[CH:13][N:12]2[C:23]([N:26]3[CH2:27][CH2:28][N:29]([C:37](=[O:38])[CH3:33])[CH2:30][CH2:31]3)=[CH:24][N:25]=[C:11]2[CH:10]=1. The catalyst class is: 31. (5) Reactant: [CH3:1][C:2]1[CH:3]=[C:4]([C:9]2[CH:10]=[N:11][N:12]3[C:17]([C:18]4[CH:19]=[C:20]([CH:23]=[CH:24][CH:25]=4)[C:21]#[N:22])=[CH:16][CH:15]=[N:14][C:13]=23)[CH:5]=[C:6]([CH3:8])[CH:7]=1.[N-:26]=[N+:27]=[N-:28].[Na+].[Cl-].[NH4+]. Product: [CH3:8][C:6]1[CH:5]=[C:4]([C:9]2[CH:10]=[N:11][N:12]3[C:17]([C:18]4[CH:25]=[CH:24][CH:23]=[C:20]([C:21]5[NH:28][N:27]=[N:26][N:22]=5)[CH:19]=4)=[CH:16][CH:15]=[N:14][C:13]=23)[CH:3]=[C:2]([CH3:1])[CH:7]=1. The catalyst class is: 18. (6) Reactant: [C:1]([NH:4][C:5]1[CH:6]=[CH:7][CH:8]=[C:9]2[C:13]=1[C:12](=[O:14])[N:11]([CH:15]([C:20]1[CH:25]=[CH:24][C:23]([O:26][CH:27]([F:29])[F:28])=[C:22]([O:30][CH2:31][CH3:32])[CH:21]=1)[CH2:16][C:17]([OH:19])=O)[CH2:10]2)(=[O:3])[CH3:2].C1N=C[N:35](C(N2C=NC=C2)=O)C=1.[NH4+].[OH-]. Product: [C:1]([NH:4][C:5]1[CH:6]=[CH:7][CH:8]=[C:9]2[C:13]=1[C:12](=[O:14])[N:11]([CH:15]([C:20]1[CH:25]=[CH:24][C:23]([O:26][CH:27]([F:29])[F:28])=[C:22]([O:30][CH2:31][CH3:32])[CH:21]=1)[CH2:16][C:17]([NH2:35])=[O:19])[CH2:10]2)(=[O:3])[CH3:2]. The catalyst class is: 1. (7) Reactant: N1C=CC=CC=1.[CH3:7][N:8]([CH3:18])[C:9]1[CH:14]=[CH:13][C:12](B(O)O)=[CH:11][CH:10]=1.[C:19]([C:23]1[CH:27]=[C:26]([C:28]([O:30][CH2:31][CH3:32])=[O:29])[NH:25][N:24]=1)([CH3:22])([CH3:21])[CH3:20].CCOCC.CCCC(C)C. Product: [C:19]([C:23]1[CH:27]=[C:26]([C:28]([O:30][CH2:31][CH3:32])=[O:29])[N:25]([C:12]2[CH:13]=[CH:14][C:9]([N:8]([CH3:18])[CH3:7])=[CH:10][CH:11]=2)[N:24]=1)([CH3:22])([CH3:20])[CH3:21]. The catalyst class is: 302. (8) Reactant: C([O:3][C:4](=[O:32])[CH2:5][C@@H:6]([N:10]1[C:14]2[CH:15]=[C:16]([CH3:19])[CH:17]=[CH:18][C:13]=2[N:12]([CH2:20][C:21]2[C:22]3[C:29]([CH3:30])=[CH:28][CH:27]=[CH:26][C:23]=3[S:24][CH:25]=2)[C:11]1=[O:31])[CH2:7][CH2:8][CH3:9])C.[OH-].[Na+].Cl. Product: [CH3:19][C:16]1[CH:17]=[CH:18][C:13]2[N:12]([CH2:20][C:21]3[C:22]4[C:29]([CH3:30])=[CH:28][CH:27]=[CH:26][C:23]=4[S:24][CH:25]=3)[C:11](=[O:31])[N:10]([C@@H:6]([CH2:7][CH2:8][C:9]3[CH:8]=[CH:7][CH:6]=[CH:5][CH:4]=3)[CH2:5][C:4]([OH:3])=[O:32])[C:14]=2[CH:15]=1. The catalyst class is: 5. (9) Reactant: [N+:1]([C:4]1[CH:5]=[C:6]2[C:10](=[CH:11][CH:12]=1)[N:9]([CH2:13][O:14][CH2:15][CH2:16][Si:17]([CH3:20])([CH3:19])[CH3:18])[N:8]=[C:7]2[CH:21]=O)([O-:3])=[O:2].[C:23]1([NH2:30])[CH:28]=[CH:27][CH:26]=[CH:25][C:24]=1[NH2:29].[S]. Product: [NH:29]1[C:24]2[CH:25]=[CH:26][CH:27]=[CH:28][C:23]=2[N:30]=[C:21]1[C:7]1[C:6]2[C:10](=[CH:11][CH:12]=[C:4]([N+:1]([O-:3])=[O:2])[CH:5]=2)[N:9]([CH2:13][O:14][CH2:15][CH2:16][Si:17]([CH3:20])([CH3:19])[CH3:18])[N:8]=1. The catalyst class is: 9. (10) Reactant: [CH:1]1([CH2:7][CH2:8][CH2:9][CH2:10][CH:11]=O)[CH2:6][CH2:5][CH2:4][CH2:3][CH2:2]1.[OH2:13].[CH3:14][CH2:15][O:16][CH2:17][CH3:18]. Product: [CH:1]1([CH2:7][CH2:8][CH2:9][CH2:10]/[CH:11]=[CH:14]/[C:15]([O:16][CH2:17][CH3:18])=[O:13])[CH2:2][CH2:3][CH2:4][CH2:5][CH2:6]1. The catalyst class is: 1.